Dataset: Reaction yield outcomes from USPTO patents with 853,638 reactions. Task: Predict the reaction yield, written as a fraction of the theoretical maximum amount of product (1.0 means a 100% yield; for example, 0.34 means a 34% yield). (1) The reactants are [Cl:1][C:2]1[CH:10]=[CH:9][C:8]([Cl:11])=[CH:7][C:3]=1[C:4]([OH:6])=[O:5].[N+:12]([O-])([OH:14])=[O:13]. The catalyst is OS(O)(=O)=O. The product is [Cl:1][C:2]1[C:10]([N+:12]([O-:14])=[O:13])=[CH:9][C:8]([Cl:11])=[CH:7][C:3]=1[C:4]([OH:6])=[O:5]. The yield is 0.480. (2) The catalyst is COCCO. The reactants are [CH3:1][C:2]1[C:16](=[O:17])[N:15]=[C:14]2[N:4]([C@@H:5]3[O:9][C@H:8]([CH2:10][OH:11])[C@@H:7]([OH:12])[C@@H:6]3[O:13]2)[CH:3]=1.[CH3:18][O:19][CH2:20][CH2:21][O:22]B([O:22][CH2:21][CH2:20][O:19][CH3:18])[O:22][CH2:21][CH2:20][O:19][CH3:18]. The yield is 0.630. The product is [CH3:18][O:19][CH2:20][CH2:21][O:22][C@@H:6]1[C@H:7]([OH:12])[C@@H:8]([CH2:10][OH:11])[O:9][C@H:5]1[N:4]1[CH:3]=[C:2]([CH3:1])[C:16](=[O:17])[NH:15][C:14]1=[O:13]. (3) The product is [CH3:1][C:2]1[CH:20]=[CH:19][CH:18]=[CH:17][C:3]=1[C:4]([NH:6][C:7]1[C:16]2[CH2:15][CH2:14][CH2:13][CH2:12][C:11]=2[C:10]([S:22]([OH:25])(=[O:24])=[O:23])=[CH:9][CH:8]=1)=[O:5]. The catalyst is C(O)(C(F)(F)F)=O. The yield is 0.680. The reactants are [CH3:1][C:2]1[CH:20]=[CH:19][CH:18]=[CH:17][C:3]=1[C:4]([NH:6][C:7]1[C:16]2[CH2:15][CH2:14][CH2:13][CH2:12][C:11]=2[CH:10]=[CH:9][CH:8]=1)=[O:5].Cl[S:22]([OH:25])(=[O:24])=[O:23].